Task: Predict the reactants needed to synthesize the given product.. Dataset: Full USPTO retrosynthesis dataset with 1.9M reactions from patents (1976-2016) Given the product [Cl:1][C:2]1[N:7]=[C:6]([NH:17][C:11]2[CH:12]=[CH:13][CH:14]=[C:15]([NH2:16])[N:10]=2)[C:5]([Cl:9])=[CH:4][N:3]=1, predict the reactants needed to synthesize it. The reactants are: [Cl:1][C:2]1[N:7]=[C:6](Cl)[C:5]([Cl:9])=[CH:4][N:3]=1.[N:10]1[C:15]([NH2:16])=[CH:14][CH:13]=[CH:12][C:11]=1[NH2:17].CCN(C(C)C)C(C)C.